From a dataset of Full USPTO retrosynthesis dataset with 1.9M reactions from patents (1976-2016). Predict the reactants needed to synthesize the given product. (1) Given the product [Br:1][C:2]1[CH:7]=[C:6]([C:8]([O:10][CH3:11])=[O:9])[CH:5]=[CH:4][C:3]=1[CH:12]([S:18]([OH:21])(=[O:19])=[O:20])[CH2:13][C:14]([O:16][CH3:17])=[O:15].[N:29]1[CH:34]=[CH:33][CH:32]=[CH:31][CH:30]=1, predict the reactants needed to synthesize it. The reactants are: [Br:1][C:2]1[CH:7]=[C:6]([C:8]([O:10][CH3:11])=[O:9])[CH:5]=[CH:4][C:3]=1[CH:12]([S:18]([OH:21])(=[O:20])=[O:19])[CH2:13][C:14]([O:16][CH3:17])=[O:15].C(OC(=O)C)(=O)C.[N:29]1[CH:34]=[CH:33][CH:32]=[CH:31][CH:30]=1. (2) Given the product [CH2:29]([S:36][C:37]1([CH2:43][NH:44][C:26]([C:10]2[NH:11][C:12]3[C:8]([CH:9]=2)=[CH:7][C:6]([O:5][CH2:4][CH2:3][O:2][CH3:1])=[CH:14][C:13]=3[N:15]([CH3:25])[S:16]([C:19]2[CH:24]=[CH:23][CH:22]=[CH:21][N:20]=2)(=[O:17])=[O:18])=[O:28])[CH2:42][CH2:41][O:40][CH2:39][CH2:38]1)[C:30]1[CH:31]=[CH:32][CH:33]=[CH:34][CH:35]=1, predict the reactants needed to synthesize it. The reactants are: [CH3:1][O:2][CH2:3][CH2:4][O:5][C:6]1[CH:7]=[C:8]2[C:12](=[C:13]([N:15]([CH3:25])[S:16]([C:19]3[CH:24]=[CH:23][CH:22]=[CH:21][N:20]=3)(=[O:18])=[O:17])[CH:14]=1)[NH:11][C:10]([C:26]([OH:28])=O)=[CH:9]2.[CH2:29]([S:36][C:37]1([CH2:43][NH2:44])[CH2:42][CH2:41][O:40][CH2:39][CH2:38]1)[C:30]1[CH:35]=[CH:34][CH:33]=[CH:32][CH:31]=1.N1(O)C2C=CC=CC=2N=N1.Cl.CN(C)CCCN=C=NCC. (3) Given the product [CH3:1][N:2]1[CH:7]([C:8]2[CH:15]=[CH:14][C:11]([C:12]#[N:13])=[CH:10][C:9]=2[C:41]2[N:45]([CH3:46])[N:44]=[CH:43][CH:42]=2)[C:6]2[C:25](=[O:28])[CH2:26][CH2:27][C:5]=2[N:4]([C:29]2[CH:34]=[CH:33][CH:32]=[C:31]([C:35]([F:37])([F:36])[F:38])[CH:30]=2)[C:3]1=[O:39], predict the reactants needed to synthesize it. The reactants are: [CH3:1][N:2]1[CH:7]([C:8]2[CH:15]=[CH:14][C:11]([C:12]#[N:13])=[CH:10][C:9]=2B2OC(C)(C)C(C)(C)O2)[C:6]2[C:25](=[O:28])[CH2:26][CH2:27][C:5]=2[N:4]([C:29]2[CH:34]=[CH:33][CH:32]=[C:31]([C:35]([F:38])([F:37])[F:36])[CH:30]=2)[C:3]1=[O:39].I[C:41]1[N:45]([CH3:46])[N:44]=[CH:43][CH:42]=1.ClCCl.C(=O)([O-])[O-].[Cs+].[Cs+]. (4) Given the product [F:1][C:2]1[CH:9]=[C:8]([N:18]2[CH2:19][CH2:20][C@H:16]([C:13]([OH:12])([CH3:15])[CH3:14])[C@@H:17]2[CH3:21])[CH:7]=[C:6]([F:11])[C:3]=1[C:4]#[N:5], predict the reactants needed to synthesize it. The reactants are: [F:1][C:2]1[CH:9]=[C:8](F)[CH:7]=[C:6]([F:11])[C:3]=1[C:4]#[N:5].[OH:12][C:13]([C@H:16]1[CH2:20][CH2:19][NH:18][C@H:17]1[CH3:21])([CH3:15])[CH3:14].C(=O)([O-])[O-].[Li+].[Li+]. (5) Given the product [Br:1][C:2]1[CH:8]=[CH:7][C:5]([NH:6][CH2:15][CH:16]([C:17]([O:19][CH2:20][CH3:21])=[O:18])[C:22]([O:24][CH2:25][CH3:26])=[O:23])=[CH:4][C:3]=1[O:9][CH2:10][CH3:11], predict the reactants needed to synthesize it. The reactants are: [Br:1][C:2]1[CH:8]=[CH:7][C:5]([NH2:6])=[CH:4][C:3]=1[O:9][CH2:10][CH3:11].C(O[CH:15]=[C:16]([C:22]([O:24][CH2:25][CH3:26])=[O:23])[C:17]([O:19][CH2:20][CH3:21])=[O:18])C. (6) Given the product [Cl:20][C:10]1[C:11]([C:13]2[CH:18]=[CH:17][C:16]([Cl:19])=[CH:15][CH:14]=2)=[CH:12][C:7]([C:6]([OH:21])=[O:5])=[CH:8][N:9]=1, predict the reactants needed to synthesize it. The reactants are: O.[OH-].[Li+].C[O:5][C:6](=[O:21])[C:7]1[CH:12]=[C:11]([C:13]2[CH:18]=[CH:17][C:16]([Cl:19])=[CH:15][CH:14]=2)[C:10]([Cl:20])=[N:9][CH:8]=1.Cl.